This data is from NCI-60 drug combinations with 297,098 pairs across 59 cell lines. The task is: Regression. Given two drug SMILES strings and cell line genomic features, predict the synergy score measuring deviation from expected non-interaction effect. (1) Drug 1: COC1=C(C=C2C(=C1)N=CN=C2NC3=CC(=C(C=C3)F)Cl)OCCCN4CCOCC4. Drug 2: CC1=CC=C(C=C1)C2=CC(=NN2C3=CC=C(C=C3)S(=O)(=O)N)C(F)(F)F. Cell line: MALME-3M. Synergy scores: CSS=7.37, Synergy_ZIP=-0.462, Synergy_Bliss=-1.54, Synergy_Loewe=-19.9, Synergy_HSA=-3.79. (2) Drug 1: CN1CCC(CC1)COC2=C(C=C3C(=C2)N=CN=C3NC4=C(C=C(C=C4)Br)F)OC. Drug 2: C1=CC=C(C=C1)NC(=O)CCCCCCC(=O)NO. Cell line: UACC62. Synergy scores: CSS=3.70, Synergy_ZIP=-9.18, Synergy_Bliss=-9.77, Synergy_Loewe=-13.0, Synergy_HSA=-8.73. (3) Drug 1: COC1=C(C=C2C(=C1)N=CN=C2NC3=CC(=C(C=C3)F)Cl)OCCCN4CCOCC4. Drug 2: C1=CN(C(=O)N=C1N)C2C(C(C(O2)CO)O)O.Cl. Cell line: SK-OV-3. Synergy scores: CSS=39.3, Synergy_ZIP=-4.98, Synergy_Bliss=-4.60, Synergy_Loewe=-2.05, Synergy_HSA=-0.755. (4) Drug 1: C1=CC(=CC=C1CC(C(=O)O)N)N(CCCl)CCCl.Cl. Drug 2: C1CC(C1)(C(=O)O)C(=O)O.[NH2-].[NH2-].[Pt+2]. Cell line: HCT116. Synergy scores: CSS=39.2, Synergy_ZIP=-3.62, Synergy_Bliss=1.47, Synergy_Loewe=0.406, Synergy_HSA=3.39. (5) Drug 1: COC1=C(C=C2C(=C1)N=CN=C2NC3=CC(=C(C=C3)F)Cl)OCCCN4CCOCC4. Drug 2: CCN(CC)CCNC(=O)C1=C(NC(=C1C)C=C2C3=C(C=CC(=C3)F)NC2=O)C. Cell line: OVCAR-5. Synergy scores: CSS=50.4, Synergy_ZIP=1.52, Synergy_Bliss=-0.520, Synergy_Loewe=-5.32, Synergy_HSA=-3.25. (6) Drug 1: C1=CN(C=N1)CC(O)(P(=O)(O)O)P(=O)(O)O. Drug 2: CN(CCCl)CCCl.Cl. Cell line: MCF7. Synergy scores: CSS=4.70, Synergy_ZIP=3.50, Synergy_Bliss=9.26, Synergy_Loewe=-2.07, Synergy_HSA=-0.532. (7) Drug 1: C1CCC(CC1)NC(=O)N(CCCl)N=O. Cell line: SW-620. Synergy scores: CSS=33.4, Synergy_ZIP=-14.7, Synergy_Bliss=-6.85, Synergy_Loewe=-21.9, Synergy_HSA=-4.53. Drug 2: CC1=C2C(C(=O)C3(C(CC4C(C3C(C(C2(C)C)(CC1OC(=O)C(C(C5=CC=CC=C5)NC(=O)OC(C)(C)C)O)O)OC(=O)C6=CC=CC=C6)(CO4)OC(=O)C)O)C)O.